Dataset: Forward reaction prediction with 1.9M reactions from USPTO patents (1976-2016). Task: Predict the product of the given reaction. (1) Given the reactants Br[C:2]1[C:11]2[C:6](=[CH:7][CH:8]=[CH:9][CH:10]=2)[C:5]([Br:12])=[N:4][N:3]=1.CN1CCCC1=O.C(=O)([O-])[O-].[K+].[K+].[C:26]([O:30][C:31](=[O:40])[N:32]([CH3:39])[CH:33]1[CH2:38][CH2:37][NH:36][CH2:35][CH2:34]1)([CH3:29])([CH3:28])[CH3:27], predict the reaction product. The product is: [Br:12][C:5]1[C:6]2[C:11](=[CH:10][CH:9]=[CH:8][CH:7]=2)[C:2]([N:36]2[CH2:35][CH2:34][CH:33]([N:32]([CH3:39])[C:31](=[O:40])[O:30][C:26]([CH3:27])([CH3:28])[CH3:29])[CH2:38][CH2:37]2)=[N:3][N:4]=1. (2) Given the reactants [H-].[Na+].[SH:3][CH2:4][C:5]([O:7][CH2:8][CH3:9])=[O:6].[Br:10][C:11]1[CH:18]=[CH:17][C:14]([CH:15]=O)=[C:13](F)[CH:12]=1.O, predict the reaction product. The product is: [Br:10][C:11]1[CH:18]=[CH:17][C:14]2[CH:15]=[C:4]([C:5]([O:7][CH2:8][CH3:9])=[O:6])[S:3][C:13]=2[CH:12]=1. (3) Given the reactants [CH3:1][N:2]([CH3:29])[C:3]([C:5]1[CH:10]=[CH:9][C:8]([NH:11][C:12]2[N:17]=[CH:16][N:15]=[C:14]([N:18]3[CH2:23][CH2:22][CH:21]([C:24]([OH:26])=O)[CH2:20][CH2:19]3)[C:13]=2[F:27])=[C:7]([F:28])[CH:6]=1)=[O:4].N1(C(N2C=CN=C2)=O)C=CN=C1.[F:42][C:43]([CH3:49])([CH3:48])/[C:44](=[N:46]/[OH:47])/[NH2:45], predict the reaction product. The product is: [CH3:29][N:2]([CH3:1])[C:3]([C:5]1[CH:10]=[CH:9][C:8]([NH:11][C:12]2[N:17]=[CH:16][N:15]=[C:14]([N:18]3[CH2:19][CH2:20][CH:21]([C:24]([NH:45]/[C:44](=[N:46]/[OH:47])/[C:43]([F:42])([CH3:49])[CH3:48])=[O:26])[CH2:22][CH2:23]3)[C:13]=2[F:27])=[C:7]([F:28])[CH:6]=1)=[O:4]. (4) Given the reactants [Cl:1][C:2]1[CH:3]=[C:4]([NH2:9])[CH:5]=[CH:6][C:7]=1[CH3:8].C(OC(=O)C)(=O)C.[N+:17]([O-])([OH:19])=[O:18].C[O-].[Na+], predict the reaction product. The product is: [Cl:1][C:2]1[C:7]([CH3:8])=[CH:6][C:5]([N+:17]([O-:19])=[O:18])=[C:4]([NH2:9])[CH:3]=1. (5) Given the reactants [O:1]1[CH:5]=[CH:4][CH:3]=[C:2]1[C:6]1[C:14]2[C:9](=[CH:10][CH:11]=[C:12]([C:15]#[N:16])[CH:13]=2)[N:8](C2CCCCO2)[N:7]=1.[N:23]([Sn](CCCC)(CCCC)CCCC)=[N+:24]=[N-:25].Cl, predict the reaction product. The product is: [N:23]1[NH:24][N:25]=[N:16][C:15]=1[C:12]1[CH:13]=[C:14]2[C:9](=[CH:10][CH:11]=1)[NH:8][N:7]=[C:6]2[C:2]1[O:1][CH:5]=[CH:4][CH:3]=1.